Dataset: Forward reaction prediction with 1.9M reactions from USPTO patents (1976-2016). Task: Predict the product of the given reaction. (1) Given the reactants [N:1]12[CH2:7][C:4]([C:8]([C:16]3[CH:21]=[CH:20][CH:19]=[CH:18][CH:17]=3)([C:10]3[CH:15]=[CH:14][CH:13]=[CH:12][CH:11]=3)O)([CH2:5][CH2:6]1)[CH2:3][CH2:2]2.[Al+3].[Cl-].[Cl-].[Cl-].[Si]([C:30]#[N:31])(C)(C)C.C([O-])([O-])=O.[K+].[K+], predict the reaction product. The product is: [N:1]12[CH2:7][C:4]([C:8]([C:16]3[CH:21]=[CH:20][CH:19]=[CH:18][CH:17]=3)([C:10]3[CH:15]=[CH:14][CH:13]=[CH:12][CH:11]=3)[C:30]#[N:31])([CH2:5][CH2:6]1)[CH2:3][CH2:2]2. (2) Given the reactants Br[C:2]1[CH:3]=[C:4]([C:16]#[N:17])[CH:5]=[C:6]2[C:10]=1[N:9]([CH3:11])[C:8]([C:12]([NH2:14])=[O:13])=[C:7]2[CH3:15].[F:18][C:19]([F:31])([F:30])[O:20][C:21]1[CH:26]=[CH:25][C:24](B(O)O)=[CH:23][CH:22]=1, predict the reaction product. The product is: [C:16]([C:4]1[CH:5]=[C:6]2[C:10](=[C:2]([C:24]3[CH:23]=[CH:22][C:21]([O:20][C:19]([F:18])([F:30])[F:31])=[CH:26][CH:25]=3)[CH:3]=1)[N:9]([CH3:11])[C:8]([C:12]([NH2:14])=[O:13])=[C:7]2[CH3:15])#[N:17]. (3) Given the reactants [Li+].[OH-].C[O:4][C:5](=[O:32])[CH2:6][CH2:7][CH2:8]/[CH:9]=[CH:10]\[CH2:11][C@H:12]1[C:16](=[O:17])[CH2:15][CH2:14][C@@H:13]1[C:18]1[CH:23]=[CH:22][C:21]([CH:24]([CH:26]2[CH2:31][CH2:30][CH2:29][CH2:28][CH2:27]2)[OH:25])=[CH:20][CH:19]=1.Cl, predict the reaction product. The product is: [CH:26]1([CH:24]([OH:25])[C:21]2[CH:20]=[CH:19][C:18]([C@H:13]3[CH2:14][CH2:15][C:16](=[O:17])[C@@H:12]3[CH2:11]/[CH:10]=[CH:9]\[CH2:8][CH2:7][CH2:6][C:5]([OH:32])=[O:4])=[CH:23][CH:22]=2)[CH2:31][CH2:30][CH2:29][CH2:28][CH2:27]1. (4) Given the reactants [F:1][C:2]1[CH:7]=[CH:6][C:5]([C:8]2[CH:13]=[CH:12][CH:11]=[C:10]([S:14](Cl)(=[O:16])=[O:15])[CH:9]=2)=[CH:4][CH:3]=1.[NH2:18][C:19]1[CH:24]=[CH:23][C:22]([NH:25][C:26]([NH:28][C:29]2[CH:34]=[CH:33][CH:32]=[CH:31][CH:30]=2)=[O:27])=[CH:21][C:20]=1[Cl:35].N1C=CC=CC=1, predict the reaction product. The product is: [Cl:35][C:20]1[CH:21]=[C:22]([NH:25][C:26]([NH:28][C:29]2[CH:34]=[CH:33][CH:32]=[CH:31][CH:30]=2)=[O:27])[CH:23]=[CH:24][C:19]=1[NH:18][S:14]([C:10]1[CH:9]=[C:8]([C:5]2[CH:6]=[CH:7][C:2]([F:1])=[CH:3][CH:4]=2)[CH:13]=[CH:12][CH:11]=1)(=[O:16])=[O:15]. (5) Given the reactants [CH2:1]([NH:3][C:4]([C@H:6]1[CH2:10][CH2:9][C@@H:8](/[N:11]=[CH:12]/[C:13]2[CH:18]=[CH:17][C:16]([Br:19])=[CH:15][CH:14]=2)[CH2:7]1)=[O:5])[CH3:2].S([N+:30]#[C-:31])(C1C=CC(C)=CC=1)(=O)=O.[CH2:32](O)C, predict the reaction product. The product is: [CH2:1]([NH:3][C:4]([C@H:6]1[CH2:10][CH2:9][C@@H:8]([N:11]2[C:12]([C:13]3[CH:14]=[CH:15][C:16]([Br:19])=[CH:17][CH:18]=3)=[CH:31][N:30]=[CH:32]2)[CH2:7]1)=[O:5])[CH3:2]. (6) Given the reactants [C:1]([C@@H:4]([C@H:6]([C:8](O)=O)O)O)(O)=O.[CH3:11][C@@H:12]1[CH2:16][CH2:15][CH2:14][NH:13]1.C1(C)C=CC(S(OCCC#C)(=O)=O)=CC=1.C(=O)([O-])[O-].[K+].[K+], predict the reaction product. The product is: [CH2:1]([N:13]1[CH2:14][CH2:15][CH2:16][C@H:12]1[CH3:11])[CH2:4][C:6]#[CH:8]. (7) Given the reactants [C:1]([C:3]1[CH:8]=[CH:7][C:6]([C:9]2[CH:10]=[N:11][N:12]([C:15]3[CH:23]=[CH:22][C:18]([C:19](O)=[O:20])=[CH:17][N:16]=3)[C:13]=2[OH:14])=[C:5]([CH3:24])[C:4]=1[F:25])#[N:2].[NH:26]1[CH2:30][CH2:29][CH2:28][CH2:27]1, predict the reaction product. The product is: [F:25][C:4]1[C:5]([CH3:24])=[C:6]([C:9]2[CH:10]=[N:11][N:12]([C:15]3[CH:23]=[CH:22][C:18]([C:19]([N:26]4[CH2:30][CH2:29][CH2:28][CH2:27]4)=[O:20])=[CH:17][N:16]=3)[C:13]=2[OH:14])[CH:7]=[CH:8][C:3]=1[C:1]#[N:2]. (8) Given the reactants N([C:3]1[CH:15]=[CH:14][C:6]([CH2:7][C@H:8]2COC(=O)[NH:9]2)=[CH:5][CH:4]=1)N.C(OC(OCC)CCCN(C)C)C, predict the reaction product. The product is: [NH:9]1[C:14]2[C:6](=[CH:5][CH:4]=[CH:3][CH:15]=2)[CH:7]=[CH:8]1. (9) Given the reactants [CH3:1][C:2]1[C:7]([CH3:8])=[CH:6][CH:5]=[CH:4][C:3]=1[OH:9].[CH2:10]([O:12][C:13](=[O:25])[CH:14]([C:20](OCC)=[O:21])[C:15](OCC)=[O:16])[CH3:11].[Sn](Cl)(Cl)(Cl)Cl, predict the reaction product. The product is: [CH2:10]([O:12][C:13]([C:14]1[C:15](=[O:16])[O:9][C:3]2[C:4]([C:20]=1[OH:21])=[CH:5][CH:6]=[C:7]([CH3:8])[C:2]=2[CH3:1])=[O:25])[CH3:11].